Dataset: Peptide-MHC class I binding affinity with 185,985 pairs from IEDB/IMGT. Task: Regression. Given a peptide amino acid sequence and an MHC pseudo amino acid sequence, predict their binding affinity value. This is MHC class I binding data. (1) The peptide sequence is LIPETVPYI. The MHC is HLA-A29:02 with pseudo-sequence HLA-A29:02. The binding affinity (normalized) is 0. (2) The peptide sequence is AADSFATSY. The MHC is HLA-A02:19 with pseudo-sequence HLA-A02:19. The binding affinity (normalized) is 0.0847. (3) The peptide sequence is KYIHCFRKPH. The MHC is HLA-A33:01 with pseudo-sequence HLA-A33:01. The binding affinity (normalized) is 0.00748. (4) The peptide sequence is LIRILQRALFM. The MHC is Mamu-B03 with pseudo-sequence Mamu-B03. The binding affinity (normalized) is 0.137. (5) The MHC is HLA-A02:06 with pseudo-sequence HLA-A02:06. The peptide sequence is SSWAIHWFS. The binding affinity (normalized) is 0.